From a dataset of Reaction yield outcomes from USPTO patents with 853,638 reactions. Predict the reaction yield, written as a fraction of the theoretical maximum amount of product (1.0 means a 100% yield; for example, 0.34 means a 34% yield). The reactants are [CH:1]1([CH2:6][C@H:7]([CH2:11][C:12]([O:14][C:15]([CH3:18])([CH3:17])[CH3:16])=[O:13])[C:8]([OH:10])=O)[CH2:5][CH2:4][CH2:3][CH2:2]1.CN1CCOCC1.COC1N=C(OC)N=C([N+]2(C)CCOCC2)N=1.Cl.[NH:44]1[C@H:48]([C:49]([OH:51])=[O:50])[CH2:47][CH:46]=[N:45]1. The catalyst is C(#N)C. The product is [CH:1]1([CH2:6][C@H:7]([CH2:11][C:12]([O:14][C:15]([CH3:18])([CH3:17])[CH3:16])=[O:13])[C:8]([N:44]2[C@H:48]([C:49]([OH:51])=[O:50])[CH2:47][CH:46]=[N:45]2)=[O:10])[CH2:2][CH2:3][CH2:4][CH2:5]1. The yield is 0.530.